This data is from Forward reaction prediction with 1.9M reactions from USPTO patents (1976-2016). The task is: Predict the product of the given reaction. (1) Given the reactants [CH3:1][N:2]1[CH2:5][C:4]2([CH2:14][C:13](=[O:15])[C:12]3[C:7](=[CH:8][CH:9]=[C:10](/[CH:16]=[CH:17]/[C:18]([NH:20][O:21]C4CCCCO4)=[O:19])[CH:11]=3)[O:6]2)[CH2:3]1.Cl, predict the reaction product. The product is: [CH3:1][N:2]1[CH2:5][C:4]2([CH2:14][C:13](=[O:15])[C:12]3[C:7](=[CH:8][CH:9]=[C:10](/[CH:16]=[CH:17]/[C:18]([NH:20][OH:21])=[O:19])[CH:11]=3)[O:6]2)[CH2:3]1. (2) Given the reactants [CH3:1][NH:2][C@H:3]([C:8]([OH:10])=[O:9])[CH2:4][CH2:5][S:6]C.N.CO.C(=O)=O.[Na].[Cl-].[NH4+].[C:20]1([C:26]([C:34]2[CH:39]=[CH:38][CH:37]=[CH:36][CH:35]=2)([C:28]2[CH:33]=[CH:32][CH:31]=[CH:30][CH:29]=2)O)[CH:25]=[CH:24][CH:23]=[CH:22][CH:21]=1.FC(F)(F)C(O)=O, predict the reaction product. The product is: [CH3:1][NH:2][C@H:3]([C:8]([OH:10])=[O:9])[CH2:4][CH2:5][S:6][C:26]([C:34]1[CH:39]=[CH:38][CH:37]=[CH:36][CH:35]=1)([C:28]1[CH:33]=[CH:32][CH:31]=[CH:30][CH:29]=1)[C:20]1[CH:25]=[CH:24][CH:23]=[CH:22][CH:21]=1. (3) Given the reactants Cl.[CH3:2][NH:3][O:4][CH3:5].ClCCl.[I:9][C:10]1[CH:15]=[C:14]([C:16]([OH:18])=O)[CH:13]=[CH:12][N:11]=1.CCN=C=NCCCN(C)C.Cl, predict the reaction product. The product is: [I:9][C:10]1[CH:15]=[C:14]([C:16]([N:3]([O:4][CH3:5])[CH3:2])=[O:18])[CH:13]=[CH:12][N:11]=1. (4) Given the reactants [CH3:1][O:2][C:3]1[CH:24]=[CH:23][C:6]([CH2:7][N:8]2[CH2:17][CH2:16][C:15]3[C:10](=[CH:11][CH:12]=[C:13]([CH2:18][C:19]([NH2:21])=O)[CH:14]=3)[C:9]2=[O:22])=[CH:5][CH:4]=1.N1C(Cl)=NC(Cl)=NC=1Cl, predict the reaction product. The product is: [CH3:1][O:2][C:3]1[CH:24]=[CH:23][C:6]([CH2:7][N:8]2[CH2:17][CH2:16][C:15]3[C:10](=[CH:11][CH:12]=[C:13]([CH2:18][C:19]#[N:21])[CH:14]=3)[C:9]2=[O:22])=[CH:5][CH:4]=1. (5) Given the reactants Cl.[I:2][C:3]1[CH:8]=[CH:7][C:6]([NH:9]N)=[CH:5][CH:4]=1.[F:11][C:12]1[CH:20]=[CH:19][CH:18]=[CH:17][C:13]=1[CH2:14][CH2:15]Br.C(NCC)C.Cl.[CH3:27][N:28]1[CH2:33][CH2:32][C:31](=O)[CH2:30][CH2:29]1.FC(F)(F)C([O-])=O, predict the reaction product. The product is: [F:11][C:12]1[CH:20]=[CH:19][CH:18]=[CH:17][C:13]=1[CH2:14][CH2:15][N:9]1[C:6]2[CH:7]=[CH:8][C:3]([I:2])=[CH:4][C:5]=2[C:30]2[CH2:29][N:28]([CH3:27])[CH2:33][CH2:32][C:31]1=2. (6) Given the reactants [Cl:1][C:2]1[CH:7]=[CH:6][C:5]([N:8]2[CH:12]=[CH:11][CH:10]=[C:9]2[CH:13]=[CH:14][C:15]([OH:17])=[O:16])=[C:4]([CH:18]([C:20]2[CH:25]=[CH:24][CH:23]=[C:22]([O:26][CH3:27])[C:21]=2[O:28][CH2:29][CH3:30])[OH:19])[CH:3]=1.ON1C2C=CC=CC=2N=N1.[NH:41]1[CH2:46][CH2:45][CH:44]([CH2:47][C:48]([O:50][CH2:51][CH3:52])=[O:49])[CH2:43][CH2:42]1.Cl.C(N=C=NCCCN(C)C)C, predict the reaction product. The product is: [Cl:1][C:2]1[CH:7]=[CH:6][C:5]([N:8]2[CH:12]=[CH:11][CH:10]=[C:9]2[CH:13]=[CH:14][C:15]([O:17][N:41]2[CH2:46][CH2:45][CH:44]([CH2:47][C:48]([O:50][CH2:51][CH3:52])=[O:49])[CH2:43][CH2:42]2)=[O:16])=[C:4]([CH:18]([C:20]2[CH:25]=[CH:24][CH:23]=[C:22]([O:26][CH3:27])[C:21]=2[O:28][CH2:29][CH3:30])[OH:19])[CH:3]=1.